Binary Classification. Given a drug SMILES string, predict its activity (active/inactive) in a high-throughput screening assay against a specified biological target. From a dataset of M1 muscarinic receptor antagonist screen with 61,756 compounds. (1) The compound is o1c2CC(CC(=O)c2c(c1C(=O)Nc1nc(ccc1)C)C)(C)C. The result is 0 (inactive). (2) The result is 0 (inactive). The molecule is o1c2c(c(=O)c(N3C(=O)c4c(C3=O)cccc4)c1)ccc(OC)c2. (3) The drug is OC(=O)Cc1ccc(CCCC)cc1. The result is 0 (inactive). (4) The compound is O(Cc1nc2n(n1)cnc1n(ncc21)C)c1cc2c(cc1)cccc2. The result is 0 (inactive). (5) The compound is O=C1CC(C\C(=N\c2cc3[nH]c(=O)[nH]c3cc2)C1)(C)C. The result is 0 (inactive). (6) The compound is Clc1c(S(=O)(=O)Cc2oc(C(=O)NCCCN3CCOCC3)cc2)c(Cl)ccc1. The result is 0 (inactive). (7) The molecule is O1CCN(CCn2cc(cc(c2=O)C#N)C(=O)c2c(O)ccc(OC)c2)CC1. The result is 0 (inactive). (8) The molecule is s1c2sc(cc2nc1Nc1ccc(OC)cc1)C(OCC)=O. The result is 0 (inactive). (9) The drug is Clc1ccc(CNC(=O)C2ON=C(C2)c2c(n(nc2)CC)C)cc1. The result is 0 (inactive).